The task is: Predict the reaction yield, written as a fraction of the theoretical maximum amount of product (1.0 means a 100% yield; for example, 0.34 means a 34% yield).. This data is from Reaction yield outcomes from USPTO patents with 853,638 reactions. The reactants are C(OC(=O)C)C.[ClH:7].P(O[CH2:21][N:22]1[C:31]2[C:26](=[C:27]([F:36])[CH:28]=[CH:29][C:30]=2[O:32][CH2:33][CH2:34][CH3:35])[C:25](=[O:37])[C:24]([C:38]2[CH:43]=[CH:42][C:41]([O:44][CH3:45])=[CH:40][CH:39]=2)=[CH:23]1)(OC(C)(C)C)(OC(C)(C)C)=O. The catalyst is C(OCC)(=O)C. The product is [Cl:7][CH2:21][N:22]1[C:31]2[C:26](=[C:27]([F:36])[CH:28]=[CH:29][C:30]=2[O:32][CH2:33][CH2:34][CH3:35])[C:25](=[O:37])[C:24]([C:38]2[CH:43]=[CH:42][C:41]([O:44][CH3:45])=[CH:40][CH:39]=2)=[CH:23]1. The yield is 0.920.